The task is: Predict the reactants needed to synthesize the given product.. This data is from Full USPTO retrosynthesis dataset with 1.9M reactions from patents (1976-2016). (1) Given the product [C:20]1([CH2:14][CH2:15][CH2:16][CH2:17][C:18]#[C:19][C:2]2[CH:11]=[CH:10][C:9]([CH:12]=[O:13])=[C:8]3[C:3]=2[CH:4]=[CH:5][CH:6]=[N:7]3)[CH:21]=[CH:22][CH:23]=[CH:24][CH:25]=1, predict the reactants needed to synthesize it. The reactants are: Br[C:2]1[CH:11]=[CH:10][C:9]([CH:12]=[O:13])=[C:8]2[C:3]=1[CH:4]=[CH:5][CH:6]=[N:7]2.[C:14]([C:20]1[CH:21]=[CH:22][CH:23]=[CH:24][CH:25]=1)#[C:15][CH2:16][CH2:17][CH2:18][CH3:19].C(N(CC)CC)C. (2) Given the product [CH3:30][C:31]1[CH2:36][CH2:35][CH2:34][C:33]([CH3:38])([CH3:37])[C:32]=1/[CH:39]=[CH:40]/[C:41](/[CH3:55])=[CH:42]/[CH:43]=[CH:44]/[C:45](/[CH3:54])=[CH:46]/[CH:47]=[CH:48]/[CH:49]=[C:50](/[CH:52]=[CH:2]/[CH:3]=[C:4](/[CH2:6][CH2:7]/[CH:8]=[C:9](/[CH2:11][CH2:12][CH:13]=[C:14]([CH3:15])[CH3:16])\[CH3:10])\[CH3:5])\[CH3:51], predict the reactants needed to synthesize it. The reactants are: [Br-].[CH2:2]([P+](CCCC)(CCCC)CCCC)[CH:3]=[C:4]([CH2:6][CH2:7][CH:8]=[C:9]([CH2:11][CH2:12][CH:13]=[C:14]([CH3:16])[CH3:15])[CH3:10])[CH3:5].[CH3:30][C:31]1[CH2:36][CH2:35][CH2:34][C:33]([CH3:38])([CH3:37])[C:32]=1/[CH:39]=[CH:40]/[C:41](/[CH3:55])=[CH:42]/[CH:43]=[CH:44]/[C:45](/[CH3:54])=[CH:46]/[CH:47]=[CH:48]/[CH:49]=[C:50](/[CH:52]=O)\[CH3:51].C[O-].[Na+]. (3) Given the product [C:19]([O:23][C:24]([NH:26][C:27]([CH3:41])([CH3:42])[C:28]([NH:30][C@@H:31]([C:32](=[O:34])[NH:10][C:9]1[N:14]=[CH:13][N:12]([CH:51]([C:59]2[CH:60]=[CH:61][CH:62]=[CH:63][CH:64]=2)[C:52](=[O:53])[N:54]2[CH2:55][CH2:56][CH2:57][CH2:58]2)[CH:11]=1)[C:35]1[CH:36]=[CH:37][CH:38]=[CH:39][CH:40]=1)=[O:29])=[O:25])([CH3:22])([CH3:20])[CH3:21], predict the reactants needed to synthesize it. The reactants are: CN1CCOCC1.Cl[C:9]1[N:14]=[C:13](OC)[N:12]=[C:11](OC)[N:10]=1.[C:19]([O:23][C:24]([NH:26][C:27]([CH3:42])([CH3:41])[C:28]([NH:30][CH:31]([C:35]1[CH:40]=[CH:39][CH:38]=[CH:37][CH:36]=1)[C:32]([OH:34])=O)=[O:29])=[O:25])([CH3:22])([CH3:21])[CH3:20].Cl.Cl.NC1N=C([CH:51]([C:59]2[CH:64]=[CH:63][CH:62]=[CH:61][CH:60]=2)[C:52]([N:54]2[CH2:58][CH2:57][CH2:56][CH2:55]2)=[O:53])NC=1. (4) The reactants are: [F:1][C:2]1[CH:11]=[C:10]([C:12]2[N:16]=[C:15]([C:17]3[CH:22]=[CH:21][C:20]([C:23]4[CH:28]=[CH:27][CH:26]=[CH:25][C:24]=4[CH3:29])=[C:19]([CH2:30][OH:31])[CH:18]=3)[O:14][N:13]=2)[CH:9]=[CH:8][C:3]=1[C:4]([O:6][CH3:7])=[O:5].CCN(C(C)C)C(C)C.[CH3:41][S:42](Cl)(=[O:44])=[O:43].O. Given the product [F:1][C:2]1[CH:11]=[C:10]([C:12]2[N:16]=[C:15]([C:17]3[CH:22]=[CH:21][C:20]([C:23]4[CH:28]=[CH:27][CH:26]=[CH:25][C:24]=4[CH3:29])=[C:19]([CH2:30][O:31][S:42]([CH3:41])(=[O:44])=[O:43])[CH:18]=3)[O:14][N:13]=2)[CH:9]=[CH:8][C:3]=1[C:4]([O:6][CH3:7])=[O:5], predict the reactants needed to synthesize it. (5) Given the product [OH:33][C:30]([C:10]1[CH:11]=[C:12]([O:28][CH3:29])[C:13]([N:15]2[CH2:16][CH2:17][NH:18][CH2:19][CH2:20]2)=[CH:14][C:9]=1[OH:8])([CH3:31])[CH3:32], predict the reactants needed to synthesize it. The reactants are: C([O:8][C:9]1[CH:14]=[C:13]([N:15]2[CH2:20][CH2:19][N:18](CC3C=CC=CC=3)[CH2:17][CH2:16]2)[C:12]([O:28][CH3:29])=[CH:11][C:10]=1[C:30]([OH:33])([CH3:32])[CH3:31])C1C=CC=CC=1.